The task is: Predict the product of the given reaction.. This data is from Forward reaction prediction with 1.9M reactions from USPTO patents (1976-2016). (1) Given the reactants [Cl:1][C:2]1[CH:3]=[CH:4][C:5]([O:32][CH3:33])=[C:6]([S:8]([N:11]2[C:16]3[CH:17]=[C:18]([C:21]([NH:23][C:24]4[S:25][CH:26]=[C:27]([C:29]([OH:31])=[O:30])[N:28]=4)=[O:22])[CH:19]=[CH:20][C:15]=3[O:14][CH2:13][CH2:12]2)(=[O:10])=[O:9])[CH:7]=1.S(Cl)(Cl)=O.[CH2:38](OC(C1N=C(N)SC=1)=O)[CH3:39], predict the reaction product. The product is: [CH2:38]([O:30][C:29]([C:27]1[N:28]=[C:24]([NH:23][C:21]([C:18]2[CH:19]=[CH:20][C:15]3[O:14][CH2:13][CH2:12][N:11]([S:8]([C:6]4[CH:7]=[C:2]([Cl:1])[CH:3]=[CH:4][C:5]=4[O:32][CH3:33])(=[O:10])=[O:9])[C:16]=3[CH:17]=2)=[O:22])[S:25][CH:26]=1)=[O:31])[CH3:39]. (2) Given the reactants [CH3:1][O:2][C:3](=[O:29])[CH:4]([NH:21]C(OC(C)(C)C)=O)[CH2:5][S:6][CH2:7][C:8]1[CH:13]=[CH:12][C:11]([C:14]2[CH:19]=[CH:18][C:17](Br)=[CH:16][CH:15]=2)=[CH:10][CH:9]=1.[CH2:30]1[O:38][C:37]2[CH:36]=[CH:35][C:34](B(O)O)=[CH:33][C:32]=2[O:31]1.C(O)C.[C:45]([O-:48])([O-])=[O:46].[Na+].[Na+].[C:51]1([CH3:57])[CH:56]=CC=C[CH:52]=1, predict the reaction product. The product is: [CH3:1][O:2][C:3](=[O:29])[C:4]([NH2:21])([C:45]([O:48][C:51]([CH3:57])([CH3:56])[CH3:52])=[O:46])[CH2:5][S:6][CH2:7][C:8]1[CH:9]=[CH:10][C:11]([C:14]2[CH:15]=[CH:16][C:17]([C:35]3[CH:34]=[CH:33][C:32]4[O:31][CH2:30][O:38][C:37]=4[CH:36]=3)=[CH:18][CH:19]=2)=[CH:12][CH:13]=1. (3) The product is: [CH2:15]([O:14][C:7]1[C:8]2[NH:9][C:10](=[O:13])[O:11][C:12]=2[C:4]([CH:1]([OH:3])[CH:2]([O:27][CH2:28][CH3:29])[OH:25])=[CH:5][CH:6]=1)[C:16]1[CH:21]=[CH:20][CH:19]=[CH:18][CH:17]=1. Given the reactants [C:1]([C:4]1[C:12]2[O:11][C:10](=[O:13])[NH:9][C:8]=2[C:7]([O:14][CH2:15][C:16]2[CH:21]=[CH:20][CH:19]=[CH:18][CH:17]=2)=[CH:6][CH:5]=1)(=[O:3])[CH3:2].[Se](=O)=O.[OH2:25].C.[O:27]1CCO[CH2:29][CH2:28]1, predict the reaction product. (4) Given the reactants OS(O)(=O)=O.C(OC([NH:13][C:14]1([C:18]([OH:20])=[O:19])[CH2:17][CH2:16][CH2:15]1)=O)(C)(C)C.[CH3:21]O, predict the reaction product. The product is: [NH2:13][C:14]1([C:18]([O:20][CH3:21])=[O:19])[CH2:15][CH2:16][CH2:17]1. (5) The product is: [F:22][C:18]1[C:3]2[O:4][CH2:5][C@H:6]([NH:10][C:11](=[O:12])[O:13][C:14]([CH3:17])([CH3:16])[CH3:15])[C:7](=[O:8])[NH:1][C:2]=2[CH:21]=[CH:20][CH:19]=1. Given the reactants [NH2:1][C:2]1[CH:21]=[CH:20][CH:19]=[C:18]([F:22])[C:3]=1[O:4][CH2:5][C@H:6]([NH:10][C:11]([O:13][C:14]([CH3:17])([CH3:16])[CH3:15])=[O:12])[C:7](O)=[O:8].CCN=C=NCCCN(C)C, predict the reaction product. (6) Given the reactants Cl.[Cl:2][C:3]1[C:4]([CH2:9][NH2:10])=[N:5][CH:6]=[CH:7][N:8]=1.C(N(CC)C(C)C)(C)C.[CH3:20][S:21][C:22](=[O:24])Cl, predict the reaction product. The product is: [CH3:20][S:21][C:22](=[O:24])[NH:10][CH2:9][C:4]1[C:3]([Cl:2])=[N:8][CH:7]=[CH:6][N:5]=1. (7) Given the reactants [NH2:1][C:2]1[C:7]2=[C:8](Br)[CH:9]=[C:10]([C:11]3[CH:16]=[CH:15][C:14]([N:17]4[CH2:22][CH2:21][N:20]([C:23]([O:25][C:26]([CH3:29])([CH3:28])[CH3:27])=[O:24])[CH2:19][CH2:18]4)=[CH:13][CH:12]=3)[N:6]2[N:5]=[CH:4][N:3]=1.[CH2:31]([N:38]1[CH:46]=[C:45]2[C:40]([CH:41]=[C:42](B3OC(C)(C)C(C)(C)O3)[CH:43]=[CH:44]2)=[N:39]1)[C:32]1[CH:37]=[CH:36][CH:35]=[CH:34][CH:33]=1.C([O-])([O-])=O.[Na+].[Na+], predict the reaction product. The product is: [NH2:1][C:2]1[C:7]2=[C:8]([C:42]3[CH:43]=[CH:44][C:45]4[C:40]([CH:41]=3)=[N:39][N:38]([CH2:31][C:32]3[CH:37]=[CH:36][CH:35]=[CH:34][CH:33]=3)[CH:46]=4)[CH:9]=[C:10]([C:11]3[CH:16]=[CH:15][C:14]([N:17]4[CH2:22][CH2:21][N:20]([C:23]([O:25][C:26]([CH3:29])([CH3:28])[CH3:27])=[O:24])[CH2:19][CH2:18]4)=[CH:13][CH:12]=3)[N:6]2[N:5]=[CH:4][N:3]=1.